This data is from Catalyst prediction with 721,799 reactions and 888 catalyst types from USPTO. The task is: Predict which catalyst facilitates the given reaction. (1) Reactant: C([C:3]1([C:21]([O-:23])=[O:22])[CH:9](O)[CH2:8][CH2:7][N:6]([C:11]([O:13][CH2:14][C:15]2[CH:20]=[CH:19][CH:18]=[CH:17][CH:16]=2)=[O:12])[CH2:5][CH2:4]1)C.CS(Cl)(=O)=O.[CH2:29]1CCN2C(=NCCC2)C[CH2:30]1. Product: [N:6]1([C:11]([O:13][CH2:14][C:15]2[CH:16]=[CH:17][CH:18]=[CH:19][CH:20]=2)=[O:12])[CH2:7][CH2:8][CH:9]=[C:3]([C:21]([O:23][CH2:29][CH3:30])=[O:22])[CH2:4][CH2:5]1. The catalyst class is: 1. (2) Reactant: C(N(CC)CC)C.[F:8][C:9]([F:19])([C:15]([F:18])([F:17])[F:16])[CH2:10][CH2:11][C:12](O)=[O:13].Cl.[CH3:21][NH:22][O:23][CH3:24].Cl.CN(C)CCCN=C=NCC. Product: [F:8][C:9]([F:19])([C:15]([F:18])([F:17])[F:16])[CH2:10][CH2:11][C:12]([N:22]([O:23][CH3:24])[CH3:21])=[O:13]. The catalyst class is: 2. (3) Reactant: C([N:4](CC)C(C)C)(C)C.O.NN.Cl.[N+:14]([C:17]1[CH:22]=[CH:21][C:20]([C:23](=[NH:25])[NH2:24])=[CH:19][CH:18]=1)([O-:16])=[O:15].[Cl-].[Na+]. Product: [N+:14]([C:17]1[CH:18]=[CH:19][C:20]([C:23](=[NH:24])[NH:25][NH2:4])=[CH:21][CH:22]=1)([O-:16])=[O:15]. The catalyst class is: 125. (4) Reactant: [CH3:1][C:2]([OH:12])([CH2:5][CH2:6][C:7]([CH3:11])=[C:8]([CH3:10])[CH3:9])[C:3]#[CH:4].C1(C)C=CC(S(O)(=O)=O)=CC=1.[C:24](OC(=O)C)(=[O:26])[CH3:25]. Product: [C:24]([O:12][C:2]([CH3:1])([CH2:5][CH2:6][C:7]([CH3:11])=[C:8]([CH3:10])[CH3:9])[C:3]#[CH:4])(=[O:26])[CH3:25]. The catalyst class is: 6. (5) Reactant: [NH2:1][CH2:2][C@H:3]1[C@H:9]([C:10]2[CH:15]=[CH:14][C:13]([Cl:16])=[C:12]([F:17])[CH:11]=2)[O:8][CH2:7][CH2:6][N:5]([C:18]([O:20][C:21]([CH3:24])([CH3:23])[CH3:22])=[O:19])[CH2:4]1.C(N(CC)CC)C.[CH3:32][O:33][CH2:34][C:35](Cl)=[O:36]. Product: [Cl:16][C:13]1[CH:14]=[CH:15][C:10]([C@@H:9]2[O:8][CH2:7][CH2:6][N:5]([C:18]([O:20][C:21]([CH3:24])([CH3:23])[CH3:22])=[O:19])[CH2:4][C@H:3]2[CH2:2][NH:1][C:35](=[O:36])[CH2:34][O:33][CH3:32])=[CH:11][C:12]=1[F:17]. The catalyst class is: 1. (6) Reactant: Br[C:2]1[S:3][C:4]2[CH2:5][N:6]([CH3:11])[CH2:7][CH2:8][C:9]=2[N:10]=1.C([Li:16])CCC.[C:17](=[O:19])=[O:18]. Product: [CH3:11][N:6]1[CH2:7][CH2:8][C:9]2[N:10]=[C:2]([C:17]([O-:19])=[O:18])[S:3][C:4]=2[CH2:5]1.[Li+:16]. The catalyst class is: 27. (7) Reactant: [C:1]1([C:7]2[S:8][C:9]([C:12]([OH:14])=O)=[CH:10][N:11]=2)[CH:6]=[CH:5][CH:4]=[CH:3][CH:2]=1.C(N(C(C)C)CC)(C)C.[CH3:24][O:25][C:26]1[CH:32]=[CH:31][C:29]([NH2:30])=[CH:28][C:27]=1[N+:33]([O-:35])=[O:34].C(P1(=O)OP(=O)(CCC)OP(=O)(CCC)O1)CC. Product: [CH3:24][O:25][C:26]1[CH:32]=[CH:31][C:29]([NH:30][C:12]([C:9]2[S:8][C:7]([C:1]3[CH:2]=[CH:3][CH:4]=[CH:5][CH:6]=3)=[N:11][CH:10]=2)=[O:14])=[CH:28][C:27]=1[N+:33]([O-:35])=[O:34]. The catalyst class is: 18.